From a dataset of Reaction yield outcomes from USPTO patents with 853,638 reactions. Predict the reaction yield, written as a fraction of the theoretical maximum amount of product (1.0 means a 100% yield; for example, 0.34 means a 34% yield). (1) The reactants are C(OC([N:8]1[C:12](=[O:13])[C:11]2([CH2:18][CH2:17][N:16]([S:19]([CH2:22][CH2:23][C:24]3[CH:29]=[CH:28][C:27]([C:30]([O:32]C(C)(C)C)=[O:31])=[CH:26][C:25]=3[CH3:37])(=[O:21])=[O:20])[CH2:15][CH2:14]2)[N:10]=[C:9]1[C:38]1[CH:43]=[C:42]([C:44]([F:47])([F:46])[F:45])[CH:41]=[C:40]([O:48][CH2:49][CH2:50][O:51][CH2:52][CH2:53][O:54][CH2:55][CH2:56][N:57](C(OC(C)(C)C)=O)[CH3:58])[CH:39]=1)=O)(C)(C)C.O.[ClH:67].O1CCOCC1. No catalyst specified. The product is [ClH:67].[CH3:37][C:25]1[CH:26]=[C:27]([CH:28]=[CH:29][C:24]=1[CH2:23][CH2:22][S:19]([N:16]1[CH2:15][CH2:14][C:11]2([N:10]=[C:9]([C:38]3[CH:43]=[C:42]([C:44]([F:45])([F:46])[F:47])[CH:41]=[C:40]([O:48][CH2:49][CH2:50][O:51][CH2:52][CH2:53][O:54][CH2:55][CH2:56][NH:57][CH3:58])[CH:39]=3)[NH:8][C:12]2=[O:13])[CH2:18][CH2:17]1)(=[O:20])=[O:21])[C:30]([OH:32])=[O:31]. The yield is 0.980. (2) The reactants are C([Sn](CCCC)(CCCC)[C:6]1[N:7]=[CH:8][N:9]([C:11]2[CH:16]=[C:15]([C:17]([F:20])([F:19])[F:18])[CH:14]=[C:13]([C:21]3[CH:26]=[CH:25][C:24]([C:27]([F:30])([F:29])[F:28])=[CH:23][CH:22]=3)[N:12]=2)[CH:10]=1)CCC.[C:39]([NH:43][S:44]([C:47]1[S:51][C:50](Cl)=[N:49][CH:48]=1)(=[O:46])=[O:45])([CH3:42])([CH3:41])[CH3:40].CCCCCCC. The catalyst is C1(C)C=CC=CC=1. The product is [C:39]([NH:43][S:44]([C:47]1[S:51][C:50]([C:6]2[N:7]=[CH:8][N:9]([C:11]3[CH:16]=[C:15]([C:17]([F:20])([F:18])[F:19])[CH:14]=[C:13]([C:21]4[CH:22]=[CH:23][C:24]([C:27]([F:30])([F:28])[F:29])=[CH:25][CH:26]=4)[N:12]=3)[CH:10]=2)=[N:49][CH:48]=1)(=[O:45])=[O:46])([CH3:42])([CH3:40])[CH3:41]. The yield is 0.700. (3) The yield is 0.870. The reactants are C(OCCCCCCCCC(O)=O)(C1C=CC=CC=1)(C1C=CC=CC=1)C1C=CC=CC=1.[OH-].[Na+].C[O:35][C:36](=[O:68])[CH2:37][CH2:38][CH2:39][CH2:40][CH2:41][CH2:42][CH2:43][CH2:44][CH2:45][CH2:46][CH2:47][O:48][C:49]([C:62]1[CH:67]=[CH:66][CH:65]=[CH:64][CH:63]=1)([C:56]1[CH:61]=[CH:60][CH:59]=[CH:58][CH:57]=1)[C:50]1[CH:55]=[CH:54][CH:53]=[CH:52][CH:51]=1. The product is [C:49]([O:48][CH2:47][CH2:46][CH2:45][CH2:44][CH2:43][CH2:42][CH2:41][CH2:40][CH2:39][CH2:38][CH2:37][C:36]([OH:68])=[O:35])([C:56]1[CH:57]=[CH:58][CH:59]=[CH:60][CH:61]=1)([C:62]1[CH:67]=[CH:66][CH:65]=[CH:64][CH:63]=1)[C:50]1[CH:51]=[CH:52][CH:53]=[CH:54][CH:55]=1. The catalyst is C1COCC1. (4) The reactants are [NH2:1][C:2]1[C:7]([C:8]([C:10]2[CH:15]=[CH:14][CH:13]=[C:12](F)[N:11]=2)=[O:9])=[CH:6][C:5]([Br:17])=[CH:4][N:3]=1.[C:18]([N:25]1[CH2:31][CH2:30][CH2:29][NH:28][CH2:27][CH2:26]1)([O:20][C:21]([CH3:24])([CH3:23])[CH3:22])=[O:19].C(=O)([O-])[O-].[K+].[K+]. No catalyst specified. The product is [NH2:1][C:2]1[N:3]=[CH:4][C:5]([Br:17])=[CH:6][C:7]=1[C:8]([C:10]1[N:11]=[C:12]([N:28]2[CH2:29][CH2:30][CH2:31][N:25]([C:18]([O:20][C:21]([CH3:24])([CH3:23])[CH3:22])=[O:19])[CH2:26][CH2:27]2)[CH:13]=[CH:14][CH:15]=1)=[O:9]. The yield is 0.590. (5) The reactants are C[O:2][C:3]1[CH:7]=[CH:6][S:5][C:4]=1[C:8]([C:10]1[CH:15]=[CH:14][C:13]([O:16][C:17]([F:20])([F:19])[F:18])=[CH:12][CH:11]=1)=[O:9].B(Br)(Br)Br.CSC.C(=O)(O)[O-].[Na+]. The catalyst is ClCCl. The product is [OH:2][C:3]1[CH:7]=[CH:6][S:5][C:4]=1[C:8]([C:10]1[CH:11]=[CH:12][C:13]([O:16][C:17]([F:20])([F:18])[F:19])=[CH:14][CH:15]=1)=[O:9]. The yield is 0.860. (6) The reactants are [C:1]([O:5][C:6]([N:8]([C:13]1[CH:25]=[CH:24][C:16]([C:17]([O:19][CH2:20][C:21]([OH:23])=[O:22])=[O:18])=[CH:15][C:14]=1[O:26][CH2:27][CH:28]1[CH2:30][CH2:29]1)[S:9]([CH3:12])(=[O:11])=[O:10])=[O:7])([CH3:4])([CH3:3])[CH3:2].[Cl:31][C:32]1[CH:33]=[N+:34]([O-:57])[CH:35]=[C:36]([Cl:56])[C:37]=1[CH2:38][C@@H:39]([C:41]1[CH:46]=[CH:45][C:44]([O:47][CH:48]([F:50])[F:49])=[C:43]([O:51][CH2:52][CH:53]2[CH2:55][CH2:54]2)[CH:42]=1)O.C(Cl)CCl. The catalyst is CN(C1C=CN=CC=1)C.C(Cl)Cl. The product is [C:1]([O:5][C:6]([N:8]([C:13]1[CH:25]=[CH:24][C:16]([C:17]([O:19][CH2:20][C:21]([O:23][C@H:39]([C:41]2[CH:46]=[CH:45][C:44]([O:47][CH:48]([F:49])[F:50])=[C:43]([O:51][CH2:52][CH:53]3[CH2:54][CH2:55]3)[CH:42]=2)[CH2:38][C:37]2[C:36]([Cl:56])=[CH:35][N+:34]([O-:57])=[CH:33][C:32]=2[Cl:31])=[O:22])=[O:18])=[CH:15][C:14]=1[O:26][CH2:27][CH:28]1[CH2:29][CH2:30]1)[S:9]([CH3:12])(=[O:11])=[O:10])=[O:7])([CH3:4])([CH3:2])[CH3:3]. The yield is 0.780. (7) The reactants are C([O:5][C:6](=[O:20])[CH2:7][CH:8]1[C:12]2[CH:13]=[C:14]([O:17][CH3:18])[CH:15]=[CH:16][C:11]=2[C:10](=[O:19])[O:9]1)CCC. The catalyst is Cl.O.O. The product is [CH3:18][O:17][C:14]1[CH:15]=[CH:16][C:11]2[C:10](=[O:19])[O:9][CH:8]([CH2:7][C:6]([OH:20])=[O:5])[C:12]=2[CH:13]=1. The yield is 0.750. (8) The reactants are Cl[C:2]1[CH:3]=[CH:4][N:5]2[C:10]([C:11]=1[CH3:12])=[C:9]([CH:13]1[CH2:15][CH2:14]1)[CH:8]=[C:7]([C:16]([O:18][CH3:19])=[O:17])[C:6]2=[O:20].[C:21]([O:25][C:26]([NH:28][CH2:29][C:30]1[CH:35]=[CH:34][C:33](B(O)O)=[CH:32][CH:31]=1)=[O:27])([CH3:24])([CH3:23])[CH3:22]. No catalyst specified. The product is [C:21]([O:25][C:26]([NH:28][CH2:29][C:30]1[CH:35]=[CH:34][C:33]([C:2]2[CH:3]=[CH:4][N:5]3[C:10]([C:11]=2[CH3:12])=[C:9]([CH:13]2[CH2:15][CH2:14]2)[CH:8]=[C:7]([C:16]([O:18][CH3:19])=[O:17])[C:6]3=[O:20])=[CH:32][CH:31]=1)=[O:27])([CH3:24])([CH3:22])[CH3:23]. The yield is 1.00.